From a dataset of Full USPTO retrosynthesis dataset with 1.9M reactions from patents (1976-2016). Predict the reactants needed to synthesize the given product. (1) Given the product [C:24]([C:23]1[CH:26]=[C:19]([NH:18][C:14]([C:3]2[S:4][C:5]3=[N:6][C:7]([CH:11]([CH3:12])[CH3:13])=[CH:8][CH:9]=[C:10]3[C:2]=2[OH:1])=[O:16])[CH:20]=[CH:21][C:22]=1[O:27][CH2:28][C:29]([CH3:31])([CH3:30])[CH3:32])#[N:25], predict the reactants needed to synthesize it. The reactants are: [OH:1][C:2]1[C:10]2[C:5](=[N:6][C:7]([CH:11]([CH3:13])[CH3:12])=[CH:8][CH:9]=2)[S:4][C:3]=1[C:14]([O:16]C)=O.[NH2:18][C:19]1[CH:20]=[CH:21][C:22]([O:27][CH2:28][C:29]([CH3:32])([CH3:31])[CH3:30])=[C:23]([CH:26]=1)[C:24]#[N:25].Cl. (2) Given the product [CH3:12][O:11][C:9]1[CH:8]=[CH:7][C:6]2[O:13][CH2:14][CH:15]([CH2:17][OH:16])[O:4][C:5]=2[CH:10]=1, predict the reactants needed to synthesize it. The reactants are: C([O:4][C:5]1[CH:10]=[C:9]([O:11][CH3:12])[CH:8]=[CH:7][C:6]=1[O:13][CH2:14][CH:15]1[CH2:17][O:16]1)(=O)C.[OH-].[K+]. (3) Given the product [C:1]([O:5][C:6](=[O:24])[NH:7][C:8]([CH2:12][NH2:13])([C:16]1[CH:21]=[C:20]([Br:22])[CH:19]=[CH:18][C:17]=1[F:23])[CH:9]([F:11])[F:10])([CH3:4])([CH3:2])[CH3:3], predict the reactants needed to synthesize it. The reactants are: [C:1]([O:5][C:6](=[O:24])[NH:7][C:8]([C:16]1[CH:21]=[C:20]([Br:22])[CH:19]=[CH:18][C:17]=1[F:23])([CH2:12][N+:13]([O-])=O)[CH:9]([F:11])[F:10])([CH3:4])([CH3:3])[CH3:2]. (4) Given the product [NH2:12][C:9]1[CH:8]=[CH:7][CH:6]=[C:5]2[C:10]=1[CH:11]=[C:2]([CH3:1])[N:3]=[CH:4]2, predict the reactants needed to synthesize it. The reactants are: [CH3:1][C:2]1[N:3]=[CH:4][C:5]2[C:10]([CH:11]=1)=[C:9]([N+:12]([O-])=O)[CH:8]=[CH:7][CH:6]=2. (5) Given the product [OH:25][CH2:29][CH2:28][O:1][CH:2]1[CH:7]([C:8]2[CH:9]=[CH:10][C:11]([O:14][CH3:15])=[CH:12][CH:13]=2)[CH2:6][CH2:5][N:4]([C:16]([O:18][C:19]([CH3:22])([CH3:21])[CH3:20])=[O:17])[CH2:3]1, predict the reactants needed to synthesize it. The reactants are: [OH:1][CH:2]1[CH:7]([C:8]2[CH:13]=[CH:12][C:11]([O:14][CH3:15])=[CH:10][CH:9]=2)[CH2:6][CH2:5][N:4]([C:16]([O:18][C:19]([CH3:22])([CH3:21])[CH3:20])=[O:17])[CH2:3]1.[H-].[Na+].[O:25]1[CH2:29][CH2:28]OS1(=O)=O.O. (6) Given the product [F:11][C:12]1[CH:18]=[CH:17][C:15]([NH:16][C:7]([C:6]2[CH:9]=[CH:10][C:3]([S:2][CH3:1])=[CH:4][CH:5]=2)=[NH:8])=[CH:14][CH:13]=1, predict the reactants needed to synthesize it. The reactants are: [CH3:1][S:2][C:3]1[CH:10]=[CH:9][C:6]([C:7]#[N:8])=[CH:5][CH:4]=1.[F:11][C:12]1[CH:18]=[CH:17][C:15]([NH2:16])=[CH:14][CH:13]=1.